This data is from Peptide-MHC class II binding affinity with 134,281 pairs from IEDB. The task is: Regression. Given a peptide amino acid sequence and an MHC pseudo amino acid sequence, predict their binding affinity value. This is MHC class II binding data. (1) The binding affinity (normalized) is 0.264. The MHC is HLA-DQA10301-DQB10302 with pseudo-sequence HLA-DQA10301-DQB10302. The peptide sequence is VDGMAWFTPVGLAVD. (2) The peptide sequence is EKDVTDITVKNCVLK. The MHC is HLA-DPA10301-DPB10402 with pseudo-sequence HLA-DPA10301-DPB10402. The binding affinity (normalized) is 0.310. (3) The binding affinity (normalized) is 0.258. The peptide sequence is TARLNSLGEAWTGGG. The MHC is DRB4_0101 with pseudo-sequence DRB4_0103.